From a dataset of Catalyst prediction with 721,799 reactions and 888 catalyst types from USPTO. Predict which catalyst facilitates the given reaction. (1) Reactant: [NH2:1][C:2]1[CH:7]=[CH:6][C:5]([C:8]2[S:9][CH:10]=[CH:11][CH:12]=2)=[CH:4][C:3]=1[NH:13][C:14](=[O:23])[C:15]1[CH:20]=[CH:19][C:18]([C:21]#[N:22])=[CH:17][CH:16]=1.[CH2:24](N)[CH2:25][NH2:26].C(=S)=S. Product: [NH2:1][C:2]1[CH:7]=[CH:6][C:5]([C:8]2[S:9][CH:10]=[CH:11][CH:12]=2)=[CH:4][C:3]=1[NH:13][C:14](=[O:23])[C:15]1[CH:20]=[CH:19][C:18]([C:21]2[NH:26][CH2:25][CH2:24][N:22]=2)=[CH:17][CH:16]=1. The catalyst class is: 3. (2) Reactant: Br[C:2]1[CH:3]=[N:4][C:5]2[C:10]([CH:11]=1)=[CH:9][C:8]([OH:12])=[CH:7][CH:6]=2.[I-:13].[Na+].CN(C)CCN(C)C.N.Cl. Product: [I:13][C:2]1[CH:3]=[N:4][C:5]2[C:10]([CH:11]=1)=[CH:9][C:8]([OH:12])=[CH:7][CH:6]=2. The catalyst class is: 830. (3) Reactant: Br[C:2]1[CH:7]=[CH:6][CH:5]=[CH:4][N:3]=1.[Li]CCCC.CO[C:15](=[O:29])[CH2:16][CH2:17][CH2:18][N:19]1[CH2:24][CH2:23][CH:22]([CH2:25][CH2:26][CH2:27][CH3:28])[CH2:21][CH2:20]1. The catalyst class is: 2. Product: [CH2:25]([CH:22]1[CH2:21][CH2:20][N:19]([CH2:18][CH2:17][CH2:16][C:15]([C:2]2[CH:7]=[CH:6][CH:5]=[CH:4][N:3]=2)=[O:29])[CH2:24][CH2:23]1)[CH2:26][CH2:27][CH3:28]. (4) Reactant: [N:1]1[CH:6]=[CH:5][CH:4]=[CH:3][C:2]=1[CH2:7][N:8]([CH2:22][C:23]1[CH:28]=[CH:27][CH:26]=[CH:25][N:24]=1)[CH2:9][CH2:10][CH2:11][CH2:12][CH2:13][NH:14]C(=O)OC(C)(C)C. Product: [N:1]1[CH:6]=[CH:5][CH:4]=[CH:3][C:2]=1[CH2:7][N:8]([CH2:22][C:23]1[CH:28]=[CH:27][CH:26]=[CH:25][N:24]=1)[CH2:9][CH2:10][CH2:11][CH2:12][CH2:13][NH2:14]. The catalyst class is: 157. (5) Reactant: Cl.[NH2:2][CH:3]([CH2:6][OH:7])[CH2:4][OH:5].Cl[Si:9]([CH:16]([CH3:18])[CH3:17])([CH:13]([CH3:15])[CH3:14])[CH:10]([CH3:12])[CH3:11].N1[CH:24]=[CH:23][CH:22]=CC=1. Product: [CH3:11][CH:10]([Si:9]([CH:16]([CH3:18])[CH3:17])([CH:13]([CH3:15])[CH3:14])[O:5][CH2:4][CH:3]([NH2:2])[CH2:6][O:7][Si:9]([CH:23]([CH3:22])[CH3:24])([CH:13]([CH3:15])[CH3:14])[CH:10]([CH3:12])[CH3:11])[CH3:12]. The catalyst class is: 64. (6) Reactant: COC(=O)[CH2:4][S:5][CH2:6][CH:7]([NH:15][C:16]([O:18]C(C)(C)C)=O)[C:8]1[CH:13]=[CH:12][C:11]([F:14])=[CH:10][CH:9]=1. Product: [F:14][C:11]1[CH:12]=[CH:13][C:8]([CH:7]2[NH:15][C:16](=[O:18])[CH2:4][S:5][CH2:6]2)=[CH:9][CH:10]=1. The catalyst class is: 55. (7) Reactant: [CH2:1]1CC[CH:4](N=C=N[CH:2]2[CH2:1]CC[CH2:4][CH2:3]2)[CH2:3][CH2:2]1.COC1C=CC(C(C2C=CC(OC)=CC=2)OC(C2C=CC=CC=2)C2OC(N3C4C(=CC([N+:41]([O-:43])=[O:42])=CC=4)C(C#CCN)=C3)CC2O)=CC=1.C([N:65]([CH2:68][CH3:69])[CH2:66][CH3:67])C. Product: [N+:41]([C:68]1[NH:65][C:66]2[C:67]([CH:69]=1)=[CH:4][CH:3]=[CH:2][CH:1]=2)([O-:43])=[O:42]. The catalyst class is: 4. (8) Reactant: Cl.Cl.[CH:3]1([N:6]2[CH2:11][CH2:10][NH:9][CH2:8][CH2:7]2)[CH2:5][CH2:4]1.C(=O)([O-])[O-].[K+].[K+].[I-].[K+].[CH2:20]([O:22][C:23](=[O:36])[C:24]1[CH:29]=[CH:28][C:27]([O:30][CH2:31][CH2:32][CH2:33]Br)=[C:26]([F:35])[CH:25]=1)[CH3:21]. Product: [NH3:6].[CH2:20]([O:22][C:23](=[O:36])[C:24]1[CH:29]=[CH:28][C:27]([O:30][CH2:31][CH2:32][CH2:33][N:9]2[CH2:10][CH2:11][N:6]([CH:3]3[CH2:5][CH2:4]3)[CH2:7][CH2:8]2)=[C:26]([F:35])[CH:25]=1)[CH3:21]. The catalyst class is: 21.